This data is from Reaction yield outcomes from USPTO patents with 853,638 reactions. The task is: Predict the reaction yield, written as a fraction of the theoretical maximum amount of product (1.0 means a 100% yield; for example, 0.34 means a 34% yield). (1) The reactants are [NH2:1][C:2]1[CH:7]=[CH:6][C:5]([C:8](=O)[CH3:9])=[CH:4][C:3]=1[N+:11]([O-:13])=[O:12].[CH3:14][C:15]([S:18]([NH2:20])=[O:19])([CH3:17])[CH3:16].[B-].[Na+]. The catalyst is C1COCC1.[O-]CC.[Ti+4].[O-]CC.[O-]CC.[O-]CC. The product is [NH2:1][C:2]1[CH:7]=[CH:6][C:5]([CH:8]([NH:20][S:18]([C:15]([CH3:17])([CH3:16])[CH3:14])=[O:19])[CH3:9])=[CH:4][C:3]=1[N+:11]([O-:13])=[O:12]. The yield is 0.850. (2) The reactants are [Br:1][C:2]1[CH:3]=[C:4]([N+:10]([O-])=O)[C:5]([O:8][CH3:9])=[N:6][CH:7]=1.O.O.[Sn](Cl)Cl. The catalyst is C(OCC)(=O)C. The product is [NH2:10][C:4]1[C:5]([O:8][CH3:9])=[N:6][CH:7]=[C:2]([Br:1])[CH:3]=1. The yield is 0.810.